Dataset: Forward reaction prediction with 1.9M reactions from USPTO patents (1976-2016). Task: Predict the product of the given reaction. (1) Given the reactants [Br:1][C:2]1[CH:7]=[CH:6][C:5]([S:8](Cl)(=[O:10])=[O:9])=[C:4]([CH2:12][CH3:13])[CH:3]=1.[N-:14]=[N+:15]=[N-:16].[Na+].S(Cl)(Cl)(=O)=O, predict the reaction product. The product is: [Br:1][C:2]1[CH:7]=[CH:6][C:5]([S:8]([N:14]=[N+:15]=[N-:16])(=[O:10])=[O:9])=[C:4]([CH2:12][CH3:13])[CH:3]=1. (2) The product is: [CH2:1]([N:3]1[C:11]2[CH2:10][CH2:9][N:8]([CH3:24])[CH2:7][C:6]=2[N:5]=[C:4]1[CH2:12][N:13]1[CH:17]=[CH:16][N:15]=[C:14]1[C:18]1[S:19][CH:20]=[CH:21][N:22]=1)[CH3:2]. Given the reactants [CH2:1]([N:3]1[C:11]2[CH:10]=[CH:9][N:8]=[CH:7][C:6]=2[N:5]=[C:4]1[CH2:12][N:13]1[CH:17]=[CH:16][N:15]=[C:14]1[C:18]1[S:19][CH:20]=[CH:21][N:22]=1)[CH3:2].I[CH3:24], predict the reaction product. (3) Given the reactants [Cl:1][C:2]1[CH:16]=[C:15]([CH:17]([CH3:39])[C:18](=[O:38])[NH:19][CH2:20][C:21]2[C:22]([C:31]3[CH:32]=[C:33]([CH3:37])[CH:34]=[CH:35][CH:36]=3)=[N:23][C:24]([C:27]([F:30])([F:29])[F:28])=[CH:25][CH:26]=2)[CH:14]=[CH:13][C:3]=1[CH2:4][NH:5]C(=O)OC(C)(C)C.FC(F)(F)C(O)=O.C([O-])(O)=O.[Na+], predict the reaction product. The product is: [NH2:5][CH2:4][C:3]1[CH:13]=[CH:14][C:15]([CH:17]([CH3:39])[C:18]([NH:19][CH2:20][C:21]2[C:22]([C:31]3[CH:32]=[C:33]([CH3:37])[CH:34]=[CH:35][CH:36]=3)=[N:23][C:24]([C:27]([F:30])([F:28])[F:29])=[CH:25][CH:26]=2)=[O:38])=[CH:16][C:2]=1[Cl:1]. (4) The product is: [CH2:1]([N:8]1[C:13](=[O:14])[C:12]([O:26][CH3:25])=[C:11]([Br:16])[CH:10]=[N:9]1)[C:2]1[CH:7]=[CH:6][CH:5]=[CH:4][CH:3]=1. Given the reactants [CH2:1]([N:8]1[C:13](=[O:14])[C:12](Br)=[C:11]([Br:16])[CH:10]=[N:9]1)[C:2]1[CH:7]=[CH:6][CH:5]=[CH:4][CH:3]=1.FC(F)(F)CN1[C:25](=[O:26])C(Br)=C(Br)C=N1, predict the reaction product. (5) Given the reactants [N+:1]([C:4]1[CH:5]=[C:6]([C:12]2[O:13][C:14]3[CH:20]=[CH:19][C:18](Br)=[CH:17][C:15]=3[N:16]=2)[CH:7]=[CH:8][C:9]=1[O:10][CH3:11])([O-:3])=[O:2].[Cl:22][C:23]1[CH:24]=[C:25](B(O)O)[CH:26]=[CH:27][C:28]=1[F:29], predict the reaction product. The product is: [N+:1]([C:4]1[CH:5]=[C:6]([C:12]2[O:13][C:14]3[CH:20]=[CH:19][C:18]([C:25]4[CH:26]=[CH:27][C:28]([F:29])=[C:23]([Cl:22])[CH:24]=4)=[CH:17][C:15]=3[N:16]=2)[CH:7]=[CH:8][C:9]=1[O:10][CH3:11])([O-:3])=[O:2]. (6) Given the reactants [C:1]([C:5]1[CH:10]=[CH:9][C:8]([N:11]2[C:23]3[CH:22]=[CH:21][CH:20]=[CH:19][C:18]=3[C:17]3[C:12]2=[CH:13][CH:14]=[CH:15][CH:16]=3)=[CH:7][CH:6]=1)([CH3:4])([CH3:3])[CH3:2].[C:24]1([C:30]([C:38]2[CH:43]=[CH:42][CH:41]=[CH:40][CH:39]=2)([C:32]2[CH:37]=[CH:36][CH:35]=[CH:34][CH:33]=2)O)[CH:29]=[CH:28][CH:27]=[CH:26][CH:25]=1.CS(O)(=O)=O.O=P12OP3(OP(OP(O3)(O1)=O)(=O)O2)=O, predict the reaction product. The product is: [C:24]1([C:30]([C:38]2[CH:43]=[CH:42][CH:41]=[CH:40][CH:39]=2)([C:32]2[CH:37]=[CH:36][CH:35]=[CH:34][CH:33]=2)[C:20]2[CH:21]=[CH:22][C:23]3[N:11]([C:8]4[CH:9]=[CH:10][C:5]([C:1]([CH3:4])([CH3:2])[CH3:3])=[CH:6][CH:7]=4)[C:12]4[C:17]([C:18]=3[CH:19]=2)=[CH:16][C:15]([C:30]([C:24]2[CH:29]=[CH:28][CH:27]=[CH:26][CH:25]=2)([C:38]2[CH:39]=[CH:40][CH:41]=[CH:42][CH:43]=2)[C:32]2[CH:33]=[CH:34][CH:35]=[CH:36][CH:37]=2)=[CH:14][CH:13]=4)[CH:29]=[CH:28][CH:27]=[CH:26][CH:25]=1. (7) Given the reactants Br[C:2]1[CH:3]=[C:4]([CH:8]([CH2:25][CH:26]([CH3:28])[CH3:27])[C:9]([NH:11][C:12]2[CH:17]=[CH:16][C:15]([C:18]3[CH:23]=[CH:22][N:21]=[C:20]([CH3:24])[CH:19]=3)=[CH:14][CH:13]=2)=[O:10])[CH:5]=[CH:6][CH:7]=1.[C:29]1(B(O)O)[CH:34]=[CH:33][CH:32]=[CH:31][CH:30]=1.O.C(=O)([O-])[O-].[Na+].[Na+], predict the reaction product. The product is: [C:29]1([C:2]2[CH:3]=[C:4]([CH:8]([CH2:25][CH:26]([CH3:27])[CH3:28])[C:9]([NH:11][C:12]3[CH:13]=[CH:14][C:15]([C:18]4[CH:23]=[CH:22][N:21]=[C:20]([CH3:24])[CH:19]=4)=[CH:16][CH:17]=3)=[O:10])[CH:5]=[CH:6][CH:7]=2)[CH:34]=[CH:33][CH:32]=[CH:31][CH:30]=1.